From a dataset of Catalyst prediction with 721,799 reactions and 888 catalyst types from USPTO. Predict which catalyst facilitates the given reaction. (1) Reactant: [F:1][C:2]1[CH:3]=[C:4]([CH:16]=[CH:17][CH:18]=1)[CH2:5][O:6][C:7]1[CH:12]=[CH:11][C:10]([N+:13]([O-])=O)=[CH:9][CH:8]=1. Product: [F:1][C:2]1[CH:3]=[C:4]([CH:16]=[CH:17][CH:18]=1)[CH2:5][O:6][C:7]1[CH:12]=[CH:11][C:10]([NH2:13])=[CH:9][CH:8]=1. The catalyst class is: 5. (2) Reactant: Cl.[F:2][C:3]1[CH:4]=[C:5]2[C:10](=[CH:11][CH:12]=1)[N:9]=[CH:8][CH:7]=[C:6]2[N:13]1[CH2:18][CH2:17][CH:16]([NH2:19])[CH2:15][CH2:14]1.CCN(C(C)C)C(C)C.[N:29]([C:32]1[CH:37]=[CH:36][C:35]([CH3:38])=[CH:34][CH:33]=1)=[C:30]=[O:31]. Product: [F:2][C:3]1[CH:4]=[C:5]2[C:10](=[CH:11][CH:12]=1)[N:9]=[CH:8][CH:7]=[C:6]2[N:13]1[CH2:18][CH2:17][CH:16]([NH:19][C:30]([NH:29][C:32]2[CH:37]=[CH:36][C:35]([CH3:38])=[CH:34][CH:33]=2)=[O:31])[CH2:15][CH2:14]1. The catalyst class is: 774. (3) Product: [CH3:12][C:11](=[CH:14][CH:3]=[CH:2][C:4]1[CH:5]=[CH:6][CH:7]=[CH:8][CH:9]=1)[C:10]#[N:13]. The catalyst class is: 11. Reactant: C[C:2]([C:4]1[CH:9]=[CH:8][CH:7]=[CH:6][CH:5]=1)=[CH2:3].[C:10](#[N:13])[CH:11]=[CH2:12].[C:14](OOC1(OOC(C)(C)C)CC(C)CC(C)(C)C1)(C)(C)C.C(OOC(C)(C)C)(C)(C)C. (4) Reactant: [H-].[Na+].[CH3:3][O:4][C:5]1[N:10]=[C:9]([NH2:11])[CH:8]=[CH:7][N:6]=1.[CH3:12][C:13]1[C:31]([C:32](OC2C=CC([N+]([O-])=O)=CC=2)=[O:33])=[C:16]2[N:17]=[C:18]([C:21]3[CH:26]=[CH:25][CH:24]=[CH:23][C:22]=3[C:27]([F:30])([F:29])[F:28])[CH:19]=[CH:20][N:15]2[N:14]=1. Product: [CH3:3][O:4][C:5]1[N:10]=[C:9]([NH:11][C:32]([C:31]2[C:13]([CH3:12])=[N:14][N:15]3[CH:20]=[CH:19][C:18]([C:21]4[CH:26]=[CH:25][CH:24]=[CH:23][C:22]=4[C:27]([F:30])([F:28])[F:29])=[N:17][C:16]=23)=[O:33])[CH:8]=[CH:7][N:6]=1. The catalyst class is: 1. (5) Reactant: [CH:1]1([O:6][C:7]2[C:32]([CH3:33])=[CH:31][C:10]3[N:11]=[C:12]4[C:17]([N:18]([CH2:19][CH2:20][NH:21]C(=O)OC(C)(C)C)[C:9]=3[CH:8]=2)=[N:16][C:15](=[O:29])[NH:14][C:13]4=[O:30])[CH2:5][CH2:4][CH2:3][CH2:2]1.C(O)(C(F)(F)F)=O. Product: [NH2:21][CH2:20][CH2:19][N:18]1[C:17]2[C:12]([C:13](=[O:30])[NH:14][C:15](=[O:29])[N:16]=2)=[N:11][C:10]2[CH:31]=[C:32]([CH3:33])[C:7]([O:6][CH:1]3[CH2:5][CH2:4][CH2:3][CH2:2]3)=[CH:8][C:9]1=2. The catalyst class is: 2. (6) Reactant: [CH2:1]([C:3]1[C:4]([O:15][CH3:16])=[C:5]([CH:9]=[CH:10][C:11]=1[N+:12]([O-])=O)[C:6]([NH2:8])=[O:7])[CH3:2]. The catalyst class is: 19. Product: [CH2:1]([C:3]1[C:4]([O:15][CH3:16])=[C:5]([CH:9]=[CH:10][C:11]=1[NH2:12])[C:6]([NH2:8])=[O:7])[CH3:2]. (7) Reactant: [N+:1]([C:4]1[CH:5]=[CH:6][C:7]([S:10][CH2:11][CH2:12][OH:13])=[N:8][CH:9]=1)([O-:3])=[O:2].[Cl:14][C:15]1[CH:23]=[CH:22][C:18]([C:19](Cl)=[O:20])=[CH:17][CH:16]=1.N1C=CC=CC=1. Product: [Cl:14][C:15]1[CH:23]=[CH:22][C:18]([C:19]([O:13][CH2:12][CH2:11][S:10][C:7]2[CH:6]=[CH:5][C:4]([N+:1]([O-:3])=[O:2])=[CH:9][N:8]=2)=[O:20])=[CH:17][CH:16]=1. The catalyst class is: 4. (8) Product: [CH:28]1([O:27][C:21]2[CH:20]=[C:19]([C@H:17]3[CH2:16][NH:15][C:14](=[O:33])[C@H:13]([CH2:12][C:11]4[CH:34]=[CH:35][CH:36]=[C:9]([OH:8])[CH:10]=4)[CH2:18]3)[CH:24]=[CH:23][C:22]=2[O:25][CH3:26])[CH2:29][CH2:30][CH2:31][CH2:32]1. Reactant: C([O:8][C:9]1[CH:10]=[C:11]([CH:34]=[CH:35][CH:36]=1)[CH2:12][C@@H:13]1[CH2:18][C@@H:17]([C:19]2[CH:24]=[CH:23][C:22]([O:25][CH3:26])=[C:21]([O:27][CH:28]3[CH2:32][CH2:31][CH2:30][CH2:29]3)[CH:20]=2)[CH2:16][NH:15][C:14]1=[O:33])C1C=CC=CC=1.CO. The catalyst class is: 350. (9) Reactant: [O:1]1[C:6]2=[C:7]3[C:12](=[CH:13][CH:14]=[C:5]2[O:4][CH2:3][CH2:2]1)[NH:11][CH:10]=[CH:9][C:8]3=[O:15].[Cl:16]N1C(=O)CCC1=O. Product: [Cl:16][C:9]1[CH:10]=[N:11][C:12]2[C:7]([C:8]=1[OH:15])=[C:6]1[O:1][CH2:2][CH2:3][O:4][C:5]1=[CH:14][CH:13]=2. The catalyst class is: 15. (10) Reactant: [CH3:1][O:2][C:3]1[CH:4]=[C:5]([C@H:11]([N:16]2[CH2:24][C:23]3[C:18](=[CH:19][CH:20]=[CH:21][CH:22]=3)[C:17]2=[O:25])[CH2:12][C:13](O)=[O:14])[CH:6]=[CH:7][C:8]=1[O:9][CH3:10].C1N=C[N:28](C(N2C=NC=C2)=O)C=1.N. Product: [CH3:1][O:2][C:3]1[CH:4]=[C:5]([CH:11]([N:16]2[CH2:24][C:23]3[C:18](=[CH:19][CH:20]=[CH:21][CH:22]=3)[C:17]2=[O:25])[CH2:12][C:13]([NH2:28])=[O:14])[CH:6]=[CH:7][C:8]=1[O:9][CH3:10]. The catalyst class is: 1.